Predict the product of the given reaction. From a dataset of Forward reaction prediction with 1.9M reactions from USPTO patents (1976-2016). (1) Given the reactants [C:1]([NH:4][C:5]([CH2:16][C:17]([C:19]1[CH:24]=[CH:23][C:22]([S:25][C:26]2[CH:31]=[CH:30][C:29]([C:32]3[N:33]=[C:34]([CH2:37][CH3:38])[O:35][CH:36]=3)=[CH:28][CH:27]=2)=[CH:21][CH:20]=1)=[O:18])([C:11](OCC)=[O:12])[C:6](OCC)=[O:7])(=[O:3])[CH3:2].OP([O-])([O-])=O.[K+].[K+].[BH4-].[Na+].[OH-].[Na+], predict the reaction product. The product is: [CH2:37]([C:34]1[O:35][CH:36]=[C:32]([C:29]2[CH:30]=[CH:31][C:26]([S:25][C:22]3[CH:23]=[CH:24][C:19]([CH:17]([OH:18])[CH2:16][C:5]([NH:4][C:1](=[O:3])[CH3:2])([CH2:6][OH:7])[CH2:11][OH:12])=[CH:20][CH:21]=3)=[CH:27][CH:28]=2)[N:33]=1)[CH3:38]. (2) Given the reactants [F:1][C:2]1[CH:7]=[CH:6][CH:5]=[CH:4][C:3]=1[F:8].C([Li])CCC.CCCCCC.[F:20][CH2:21][C:22](OCC)=[O:23], predict the reaction product. The product is: [F:1][C:2]1[C:3]([F:8])=[CH:4][CH:5]=[CH:6][C:7]=1[C:22](=[O:23])[CH2:21][F:20]. (3) Given the reactants C1(CO[C:9](=O)[N:10]([CH2:12][C:13]2[CH:18]=[CH:17][C:16]([C:19]3[CH:20]=[C:21]4[C:26](=[CH:27][CH:28]=3)[N:25]([C:29](=[O:31])[CH3:30])[C@@H:24]([CH3:32])[CH2:23][C@H:22]4[NH:33][C:34]3[CH:39]=[CH:38][C:37]([F:40])=[CH:36][N:35]=3)=[CH:15][CH:14]=2)C)C=CC=CC=1.[ClH:42], predict the reaction product. The product is: [ClH:42].[C:29]([N:25]1[C:26]2[C:21](=[CH:20][C:19]([C:16]3[CH:15]=[CH:14][C:13]([CH2:12][NH:10][CH3:9])=[CH:18][CH:17]=3)=[CH:28][CH:27]=2)[C@H:22]([NH:33][C:34]2[CH:39]=[CH:38][C:37]([F:40])=[CH:36][N:35]=2)[CH2:23][C@@H:24]1[CH3:32])(=[O:31])[CH3:30]. (4) Given the reactants [Br:1][C:2]1[CH:14]=[CH:13][C:5]([CH2:6][N:7]2[CH2:12][CH2:11][S:10][CH2:9][CH2:8]2)=[CH:4][CH:3]=1.ClC1C=CC=C(C(OO)=[O:23])C=1, predict the reaction product. The product is: [Br:1][C:2]1[CH:14]=[CH:13][C:5]([CH2:6][N:7]2[CH2:8][CH2:9][S:10](=[O:23])[CH2:11][CH2:12]2)=[CH:4][CH:3]=1. (5) Given the reactants [C:1]1([C:7]([S:9][CH2:10][C:11]([OH:13])=[O:12])=[S:8])[CH:6]=[CH:5][CH:4]=[CH:3][CH:2]=1.S(Cl)(Cl)=O.[CH3:18]O, predict the reaction product. The product is: [C:1]1([C:7]([S:9][CH2:10][C:11]([O:13][CH3:18])=[O:12])=[S:8])[CH:2]=[CH:3][CH:4]=[CH:5][CH:6]=1. (6) Given the reactants Cl[CH2:2][CH2:3][C:4]1[O:5][C:6]2[CH:12]=[C:11]([C:13]3[C:21]4[C:16](=[CH:17][C:18]([F:22])=[CH:19][CH:20]=4)[N:15](S(C4C=CC=CC=4)(=O)=O)[CH:14]=3)[CH:10]=[CH:9][C:7]=2[N:8]=1.[OH-].[Na+].[CH3:34][S:35]([N:38]1[CH2:43][CH2:42][NH:41][CH2:40][CH2:39]1)(=[O:37])=[O:36], predict the reaction product. The product is: [F:22][C:18]1[CH:17]=[C:16]2[C:21]([C:13]([C:11]3[CH:10]=[CH:9][C:7]4[N:8]=[C:4]([CH2:3][CH2:2][N:41]5[CH2:42][CH2:43][N:38]([S:35]([CH3:34])(=[O:37])=[O:36])[CH2:39][CH2:40]5)[O:5][C:6]=4[CH:12]=3)=[CH:14][NH:15]2)=[CH:20][CH:19]=1.